From a dataset of Caco-2 cell permeability data measuring drug intestinal absorption for ~900 compounds. Regression/Classification. Given a drug SMILES string, predict its absorption, distribution, metabolism, or excretion properties. Task type varies by dataset: regression for continuous measurements (e.g., permeability, clearance, half-life) or binary classification for categorical outcomes (e.g., BBB penetration, CYP inhibition). For this dataset (caco2_wang), we predict Y. (1) The drug is CC(C)(C)c1cccc(NC(=O)c2nscc2NCc2ccncc2)c1. The Y is -5.25 log Papp (cm/s). (2) The drug is C[C@H]1O[C@@H](O[C@H]2[C@@H](O)C[C@H](O[C@H]3[C@@H](O)C[C@H](O[C@H]4CC[C@@]5(C)[C@H]6C[C@@H](O)[C@]7(C)C(C8=CC(=O)OC8)CC[C@]7(O)[C@@H]6CC[C@@H]5C4)O[C@@H]3C)O[C@@H]2C)C[C@H](O)[C@@H]1O. The Y is -5.63 log Papp (cm/s). (3) The compound is C=CCOc1ccccc1OC[C@@H](CNC(C)C)OC(=O)C1CC1. The Y is -4.55 log Papp (cm/s). (4) The drug is C=C(c1ccccc1)[C@H]1OC[C@@H](N)[C@H](C)O1. The Y is -4.99 log Papp (cm/s). (5) The molecule is C=CC1=C(C)/C(=C\C2=N/C(=C\c3[nH]c(/C=C4/NC(=O)C(C)=C4C=C)c(C)c3CCC(=O)O)C(CCC(=O)O)=C2C)NC1=O. The Y is -5.63 log Papp (cm/s). (6) The molecule is COc1cncc(-c2nccc(-c3cc4c([nH]3)C3(CCCNC3)CNC4=O)n2)c1. The Y is -5.70 log Papp (cm/s). (7) The molecule is CN(CCCN1CCC(CN2c3ccccc3Sc3ccc(C(=O)O)cc32)CC1)c1cc(=O)n(C)c(=O)n1C. The Y is -5.72 log Papp (cm/s). (8) The compound is CCCc1nn(C)c2c(=O)nc(-c3cc(S(=O)(=O)N4CCN(C)CC4)ccc3OCC)[nH]c12. The Y is -4.51 log Papp (cm/s).